Dataset: Reaction yield outcomes from USPTO patents with 853,638 reactions. Task: Predict the reaction yield, written as a fraction of the theoretical maximum amount of product (1.0 means a 100% yield; for example, 0.34 means a 34% yield). (1) The reactants are N1C=CC=CC=1S[C:8](=[O:17])[CH2:9][CH2:10][CH:11]1[CH2:16][CH2:15][CH2:14][CH2:13][CH2:12]1.[CH:18]1([Mg]Br)[CH2:22][CH2:21][CH2:20][CH2:19]1.CCOCC. The catalyst is C1COCC1. The product is [CH:11]1([CH2:10][CH2:9][C:8]([CH:18]2[CH2:22][CH2:21][CH2:20][CH2:19]2)=[O:17])[CH2:12][CH2:13][CH2:14][CH2:15][CH2:16]1. The yield is 0.830. (2) The reactants are [NH:1](C(OC(C)(C)C)=O)[C@H:2]([C:4]([N:6]1[CH2:13][CH2:12][CH2:11][C@H:7]1[C:8]([OH:10])=[O:9])=[O:5])[CH3:3].[CH3:21][N:22]1[C@@H:39]2[CH2:40][C:27]3[CH:28]=[CH:29][C:30]([O:41][CH3:42])=[C:31]4[O:32][C@H:33]5[C:34]([CH2:36][CH2:37][C@@H:38]2[C@:25]5([C:26]=34)[CH2:24][CH2:23]1)=[O:35].Cl. The catalyst is O1CCOCC1. The yield is 0.710. The product is [NH2:1][C@H:2]([C:4]([N:6]1[CH2:13][CH2:12][CH2:11][C@H:7]1[C:8]([OH:10])=[O:9])=[O:5])[CH3:3].[CH3:21][N:22]1[C@@H:39]2[CH2:40][C:27]3[CH:28]=[CH:29][C:30]([O:41][CH3:42])=[C:31]4[O:32][C@H:33]5[C:34]([CH2:36][CH2:37][C@@H:38]2[C@:25]5([C:26]=34)[CH2:24][CH2:23]1)=[O:35]. (3) The reactants are C1(C)C=CC(S([O-])(=O)=O)=CC=1.[NH+]1C=CC=CC=1.C(O)C.[CH3:21][N:22]1[CH:26]=[CH:25][C:24]([NH:27][C:28]2[C:37]3[C:32](=[CH:33][CH:34]=[C:35]([O:38][C:39]4[CH:44]=[CH:43][C:42]([O:45][CH2:46][CH2:47][CH2:48][O:49]C5CCCCO5)=[CH:41][N:40]=4)[CH:36]=3)[N:31]=[CH:30][N:29]=2)=[N:23]1. The catalyst is O. The product is [CH3:21][N:22]1[CH:26]=[CH:25][C:24]([NH:27][C:28]2[C:37]3[C:32](=[CH:33][CH:34]=[C:35]([O:38][C:39]4[N:40]=[CH:41][C:42]([O:45][CH2:46][CH2:47][CH2:48][OH:49])=[CH:43][CH:44]=4)[CH:36]=3)[N:31]=[CH:30][N:29]=2)=[N:23]1. The yield is 0.690. (4) The reactants are [N+:1]([CH:4]1[CH2:9][CH2:8][CH2:7][CH2:6][C:5]1=[O:10])([O-:3])=[O:2].[CH3:11][OH:12]. No catalyst specified. The product is [CH3:11][O:12][C:5](=[O:10])[CH2:6][CH2:7][CH2:8][CH2:9][CH2:4][N+:1]([O-:3])=[O:2]. The yield is 0.890.